This data is from Forward reaction prediction with 1.9M reactions from USPTO patents (1976-2016). The task is: Predict the product of the given reaction. (1) Given the reactants [Br:1][C:2]1[CH:7]=[CH:6][C:5]([S:8](Cl)(=[O:10])=[O:9])=[CH:4][C:3]=1[CH3:12].CNC.[CH3:16][N:17]1[CH2:22][CH2:21][NH:20][CH2:19][CH2:18]1, predict the reaction product. The product is: [Br:1][C:2]1[CH:7]=[CH:6][C:5]([S:8]([N:20]2[CH2:21][CH2:22][N:17]([CH3:16])[CH2:18][CH2:19]2)(=[O:10])=[O:9])=[CH:4][C:3]=1[CH3:12]. (2) The product is: [Cl:1][C:2]1[CH:7]=[C:6]([C:8]([NH:18][C:17]2[CH:19]=[CH:20][C:14]([O:13][CH3:12])=[CH:15][C:16]=2[N+:21]([O-:23])=[O:22])=[O:9])[CH:5]=[C:4]([Cl:11])[N:3]=1. Given the reactants [Cl:1][C:2]1[CH:7]=[C:6]([C:8](Cl)=[O:9])[CH:5]=[C:4]([Cl:11])[N:3]=1.[CH3:12][O:13][C:14]1[CH:20]=[CH:19][C:17]([NH2:18])=[C:16]([N+:21]([O-:23])=[O:22])[CH:15]=1, predict the reaction product. (3) Given the reactants [C:1]1([S:7]([N:10]2[C:14]3=[N:15][CH:16]=[C:17]([N+:20]([O-:22])=[O:21])[C:18](Cl)=[C:13]3[CH:12]=[CH:11]2)(=[O:9])=[O:8])[CH:6]=[CH:5][CH:4]=[CH:3][CH:2]=1.[NH2:23][CH:24]1[CH2:29][CH2:28][N:27]([C:30]([O:32][C:33]([CH3:36])([CH3:35])[CH3:34])=[O:31])[CH2:26][CH2:25]1.C(N(C(C)C)CC)(C)C, predict the reaction product. The product is: [C:33]([O:32][C:30]([N:27]1[CH2:28][CH2:29][CH:24]([NH:23][C:18]2[C:17]([N+:20]([O-:22])=[O:21])=[CH:16][N:15]=[C:14]3[N:10]([S:7]([C:1]4[CH:6]=[CH:5][CH:4]=[CH:3][CH:2]=4)(=[O:9])=[O:8])[CH:11]=[CH:12][C:13]=23)[CH2:25][CH2:26]1)=[O:31])([CH3:36])([CH3:34])[CH3:35]. (4) Given the reactants [Br:1][C:2]1[CH:7]=[CH:6][CH:5]=[CH:4][C:3]=1[CH2:8][CH2:9][NH2:10].CCN(CC)CC.[C:18](O[C:18]([C:20]([F:23])([F:22])[F:21])=[O:19])([C:20]([F:23])([F:22])[F:21])=[O:19], predict the reaction product. The product is: [Br:1][C:2]1[CH:7]=[CH:6][CH:5]=[CH:4][C:3]=1[CH2:8][CH2:9][NH:10][C:18](=[O:19])[C:20]([F:23])([F:22])[F:21]. (5) The product is: [CH2:1]([O:3][C:4]([CH:6]1[CH2:11][CH2:10][CH:9]([NH:21][CH2:14][C:15]2[CH:20]=[CH:19][CH:18]=[CH:17][CH:16]=2)[CH:8]([CH3:13])[CH2:7]1)=[O:5])[CH3:2]. Given the reactants [CH2:1]([O:3][C:4]([CH:6]1[CH2:11][CH2:10][C:9](=O)[CH:8]([CH3:13])[CH2:7]1)=[O:5])[CH3:2].[CH2:14]([NH2:21])[C:15]1[CH:20]=[CH:19][CH:18]=[CH:17][CH:16]=1.C(O[BH-](OC(=O)C)OC(=O)C)(=O)C.[Na+], predict the reaction product.